Dataset: Cav3 T-type calcium channel HTS with 100,875 compounds. Task: Binary Classification. Given a drug SMILES string, predict its activity (active/inactive) in a high-throughput screening assay against a specified biological target. (1) The compound is Brc1cc(OCc2ccc(cc2)C)c(OC)cc1C=O. The result is 0 (inactive). (2) The compound is O=C(NC(C(C)C)C(=O)NCc1ncccc1)C1CCCCC1. The result is 0 (inactive). (3) The drug is O1\C(=N/CCOC)C2(N(C(=O)C(=C3C2C2C(CC3)C(=O)N(C2=O)C)CC)C1=O)Cc1ccccc1. The result is 0 (inactive). (4) The result is 0 (inactive). The compound is S(Oc1c(OC)cc(C(=S)N2CCOCC2)cc1OC)(=O)(=O)c1ccc(NC(=O)C)cc1.